From a dataset of Forward reaction prediction with 1.9M reactions from USPTO patents (1976-2016). Predict the product of the given reaction. Given the reactants [C:1]([NH:4][C:5]1[NH:6][C:7](=[O:46])[C:8]2[N:9]=[CH:10][N:11]([C:44]=2[N:45]=1)[C@@H:12]1[O:43][C@H:17]([CH2:18][O:19][C:20]([C:37]2[CH:42]=[CH:41][CH:40]=[CH:39][CH:38]=2)([C:29]2[CH:34]=[CH:33][C:32]([O:35][CH3:36])=[CH:31][CH:30]=2)[C:21]2[CH:26]=[CH:25][C:24]([O:27][CH3:28])=[CH:23][CH:22]=2)[C@@H:15]([OH:16])[C@H:13]1[OH:14])(=[O:3])[CH3:2].C(N(C(C)C)CC)(C)C.[C:56]([CH2:58][CH2:59][O:60][CH2:61]Cl)#[N:57].C(=O)(O)[O-].[Na+], predict the reaction product. The product is: [C:1]([NH:4][C:5]1[NH:6][C:7](=[O:46])[C:8]2[N:9]=[CH:10][N:11]([C:44]=2[N:45]=1)[C@@H:12]1[O:43][C@H:17]([CH2:18][O:19][C:20]([C:37]2[CH:38]=[CH:39][CH:40]=[CH:41][CH:42]=2)([C:29]2[CH:34]=[CH:33][C:32]([O:35][CH3:36])=[CH:31][CH:30]=2)[C:21]2[CH:22]=[CH:23][C:24]([O:27][CH3:28])=[CH:25][CH:26]=2)[C@@H:15]([OH:16])[C@H:13]1[O:14][CH2:61][O:60][CH2:59][CH2:58][C:56]#[N:57])(=[O:3])[CH3:2].